This data is from Full USPTO retrosynthesis dataset with 1.9M reactions from patents (1976-2016). The task is: Predict the reactants needed to synthesize the given product. (1) Given the product [C:14]([OH:20])([C:16]([F:19])([F:18])[F:17])=[O:15].[OH2:2].[C:25](#[N:13])[CH3:21], predict the reactants needed to synthesize it. The reactants are: C(C(O[NH2:13])C(O)=O)(OC(C)(C)C)=[O:2].[C:14]([OH:20])([C:16]([F:19])([F:18])[F:17])=[O:15].[CH2:21]1[CH2:25]OCC1.O. (2) The reactants are: [CH3:1][O:2][C:3](=[O:18])[C:4]1[CH:9]=[C:8](F)[C:7]([C:11]([F:14])([F:13])[F:12])=[CH:6][C:5]=1[N+:15]([O-:17])=[O:16].[CH3:19][O:20][C:21]([C:23]1[N:24]=[CH:25][NH:26][CH:27]=1)=[O:22]. Given the product [CH3:19][O:20][C:21]([C:23]1[N:24]=[CH:25][N:26]([C:8]2[CH:9]=[C:4]([C:3]([O:2][CH3:1])=[O:18])[C:5]([N+:15]([O-:17])=[O:16])=[CH:6][C:7]=2[C:11]([F:14])([F:13])[F:12])[CH:27]=1)=[O:22], predict the reactants needed to synthesize it. (3) Given the product [C:1]([O:4][CH:5]=[CH2:6])(=[O:3])[CH3:2].[C:1]([O:4][C:5]([CH3:7])=[CH2:6])(=[O:3])[CH3:2], predict the reactants needed to synthesize it. The reactants are: [C:1]([O:4][C:5]([CH3:7])=[CH2:6])(=[O:3])[CH3:2]. (4) Given the product [Br:8][C:9]1[CH:14]=[CH:13][C:12]([C:15]2[N:19]=[C:18]([NH:30][C:27]3([C:25]([O:24][CH2:22][CH3:23])=[O:26])[CH2:29][CH2:28]3)[S:17][CH:16]=2)=[CH:11][CH:10]=1, predict the reactants needed to synthesize it. The reactants are: C(N(CC)CC)C.[Br:8][C:9]1[CH:14]=[CH:13][C:12]([C:15](=O)[CH2:16][S:17][C:18]#[N:19])=[CH:11][CH:10]=1.[Cl-].[CH2:22]([O:24][C:25]([C:27]1([NH3+:30])[CH2:29][CH2:28]1)=[O:26])[CH3:23]. (5) Given the product [NH2:25][C:14]1[N:13]=[C:12]([N:8]2[CH:7]([CH3:26])[CH2:6][C:5]3[C:10](=[CH:11][C:2]([C:35]4[CH2:40][CH2:39][N:38]([C:41]([O:43][C:44]([CH3:47])([CH3:46])[CH3:45])=[O:42])[CH2:37][CH:36]=4)=[CH:3][CH:4]=3)[CH2:9]2)[CH:17]=[C:16]([N:18]2[CH2:23][CH2:22][N:21]([CH3:24])[CH2:20][CH2:19]2)[N:15]=1, predict the reactants needed to synthesize it. The reactants are: Br[C:2]1[CH:11]=[C:10]2[C:5]([CH2:6][CH:7]([CH3:26])[N:8]([C:12]3[CH:17]=[C:16]([N:18]4[CH2:23][CH2:22][N:21]([CH3:24])[CH2:20][CH2:19]4)[N:15]=[C:14]([NH2:25])[N:13]=3)[CH2:9]2)=[CH:4][CH:3]=1.CC1(C)C(C)(C)OB([C:35]2[CH2:36][CH2:37][N:38]([C:41]([O:43][C:44]([CH3:47])([CH3:46])[CH3:45])=[O:42])[CH2:39][CH:40]=2)O1.ClCCl.C(=O)([O-])[O-].[K+].[K+]. (6) The reactants are: Cl[C:2]1[N:3]=[C:4]([N:22]2[CH2:27][CH2:26][O:25][CH2:24][C@H:23]2[CH3:28])[C:5]2[CH2:11][N:10]([C:12]3[N:16]([CH2:17][CH3:18])[N:15]=[C:14]([CH:19]4[CH2:21][CH2:20]4)[CH:13]=3)[CH2:9][CH2:8][C:6]=2[N:7]=1.[CH3:29][C:30]1[C:38]2[C:33](=[CH:34][CH:35]=[C:36]([CH3:48])[C:37]=2B2OC(C)(C)C(C)(C)O2)[N:32]([S:49]([C:52]2[CH:58]=[CH:57][C:55]([CH3:56])=[CH:54][CH:53]=2)(=[O:51])=[O:50])[N:31]=1.C([O-])([O-])=O.[Na+].[Na+]. Given the product [CH:19]1([C:14]2[CH:13]=[C:12]([N:10]3[CH2:9][CH2:8][C:6]4[N:7]=[C:2]([C:37]5[C:36]([CH3:48])=[CH:35][CH:34]=[C:33]6[C:38]=5[C:30]([CH3:29])=[N:31][N:32]6[S:49]([C:52]5[CH:58]=[CH:57][C:55]([CH3:56])=[CH:54][CH:53]=5)(=[O:50])=[O:51])[N:3]=[C:4]([N:22]5[CH2:27][CH2:26][O:25][CH2:24][C@H:23]5[CH3:28])[C:5]=4[CH2:11]3)[N:16]([CH2:17][CH3:18])[N:15]=2)[CH2:21][CH2:20]1, predict the reactants needed to synthesize it.